This data is from Full USPTO retrosynthesis dataset with 1.9M reactions from patents (1976-2016). The task is: Predict the reactants needed to synthesize the given product. Given the product [Br:1][C:2]1[C:11]2[C:6](=[C:7]([O:12][CH3:13])[CH:8]=[CH:9][CH:10]=2)[CH:5]=[CH:4][CH:3]=1, predict the reactants needed to synthesize it. The reactants are: [Br:1][C:2]1[C:11]2[C:6](=[C:7]([OH:12])[CH:8]=[CH:9][CH:10]=2)[CH:5]=[CH:4][CH:3]=1.[C:13]([O-])([O-])=O.[K+].[K+].S(OC)(OC)(=O)=O.O.